Dataset: Reaction yield outcomes from USPTO patents with 853,638 reactions. Task: Predict the reaction yield, written as a fraction of the theoretical maximum amount of product (1.0 means a 100% yield; for example, 0.34 means a 34% yield). (1) The reactants are [C:1]([O:4][CH2:5][C:6]1[C:7]([N:15]2[CH2:28][CH2:27][N:18]3[C:19]4[CH2:20][CH2:21][CH2:22][CH2:23][C:24]=4[C:25]([F:26])=[C:17]3[C:16]2=[O:29])=[N:8][CH:9]=[CH:10][C:11]=1B(O)O)(=[O:3])[CH3:2].Cl[C:31]1[CH:32]=[C:33]([NH:39][C:40]2[CH:45]=[CH:44][C:43]([N:46]3[CH2:51][CH2:50][N:49]([CH:52]4[CH2:55][O:54][CH2:53]4)[CH2:48][C@@H:47]3[CH3:56])=[CH:42][N:41]=2)[C:34](=[O:38])[N:35]([CH3:37])[N:36]=1.[O-]P([O-])([O-])=O.[K+].[K+].[K+].C([O-])(=O)C.[Na+]. The catalyst is C1C=CC(P(C2C=CC=CC=2)[C-]2C=CC=C2)=CC=1.C1C=CC(P(C2C=CC=CC=2)[C-]2C=CC=C2)=CC=1.Cl[Pd]Cl.[Fe+2].O.C(#N)C. The product is [C:1]([O:4][CH2:5][C:6]1[C:7]([N:15]2[CH2:28][CH2:27][N:18]3[C:19]4[CH2:20][CH2:21][CH2:22][CH2:23][C:24]=4[C:25]([F:26])=[C:17]3[C:16]2=[O:29])=[N:8][CH:9]=[CH:10][C:11]=1[C:31]1[CH:32]=[C:33]([NH:39][C:40]2[CH:45]=[CH:44][C:43]([N:46]3[CH2:51][CH2:50][N:49]([CH:52]4[CH2:53][O:54][CH2:55]4)[CH2:48][C@@H:47]3[CH3:56])=[CH:42][N:41]=2)[C:34](=[O:38])[N:35]([CH3:37])[N:36]=1)(=[O:3])[CH3:2]. The yield is 0.600. (2) The product is [CH3:26][C:27]1[CH:31]=[C:30]([N:32]2[C:36](=[O:37])[N:35]([CH2:38][C:39]3[CH:40]=[CH:41][C:42]([C:45]([F:47])([F:48])[F:46])=[CH:43][CH:44]=3)[N:34]=[CH:33]2)[S:29][C:28]=1[C:49]([OH:51])=[O:50]. The reactants are FC1C=CC(CN2C(=O)N(C3SC(C(OCC)=O)=C(C)C=3)C=N2)=CC=1.[CH3:26][C:27]1[CH:31]=[C:30]([N:32]2[C:36](=[O:37])[N:35]([CH2:38][C:39]3[CH:44]=[CH:43][C:42]([C:45]([F:48])([F:47])[F:46])=[CH:41][CH:40]=3)[N:34]=[CH:33]2)[S:29][C:28]=1[C:49]([O:51]CC)=[O:50]. No catalyst specified. The yield is 0.780. (3) The reactants are Cl[C:2]1[C:3]2[CH:10]=[CH:9][NH:8][C:4]=2[N:5]=[CH:6][N:7]=1.[F:11][C:12]1[C:17](B(O)O)=[CH:16][CH:15]=[CH:14][N:13]=1.C(=O)([O-])[O-].[Na+].[Na+]. The catalyst is COCCOC.C1C=CC([P]([Pd]([P](C2C=CC=CC=2)(C2C=CC=CC=2)C2C=CC=CC=2)([P](C2C=CC=CC=2)(C2C=CC=CC=2)C2C=CC=CC=2)[P](C2C=CC=CC=2)(C2C=CC=CC=2)C2C=CC=CC=2)(C2C=CC=CC=2)C2C=CC=CC=2)=CC=1. The product is [F:11][C:12]1[C:17]([C:2]2[C:3]3[CH:10]=[CH:9][NH:8][C:4]=3[N:5]=[CH:6][N:7]=2)=[CH:16][CH:15]=[CH:14][N:13]=1. The yield is 0.170. (4) The reactants are [H-].[Na+].[CH3:3][N:4]1[C:8]2=[C:9]3[CH:15]=[CH:14][NH:13][C:10]3=[N:11][CH:12]=[C:7]2[CH:6]=[N:5]1.[S:16](Cl)([C:19]1[CH:25]=[CH:24][C:22]([CH3:23])=[CH:21][CH:20]=1)(=[O:18])=[O:17].O. The catalyst is CN(C=O)C. The product is [CH3:3][N:4]1[C:8]2=[C:9]3[CH:15]=[CH:14][N:13]([S:16]([C:19]4[CH:25]=[CH:24][C:22]([CH3:23])=[CH:21][CH:20]=4)(=[O:18])=[O:17])[C:10]3=[N:11][CH:12]=[C:7]2[CH:6]=[N:5]1. The yield is 0.950. (5) The reactants are Cl[C:2]1[N:3]([C:13]2[CH:18]=[CH:17][C:16]([O:19][C:20]3[CH:25]=[CH:24][CH:23]=[CH:22][CH:21]=3)=[CH:15][CH:14]=2)[C:4]2[C:9]([C:10]=1[CH:11]=[O:12])=[CH:8][CH:7]=[CH:6][CH:5]=2.[NH:26]1[CH2:31][CH2:30][NH:29][CH2:28][CH2:27]1. The product is [O:19]([C:16]1[CH:17]=[CH:18][C:13]([N:3]2[C:4]3[C:9](=[CH:8][CH:7]=[CH:6][CH:5]=3)[C:10]([CH:11]=[O:12])=[C:2]2[N:26]2[CH2:31][CH2:30][NH:29][CH2:28][CH2:27]2)=[CH:14][CH:15]=1)[C:20]1[CH:25]=[CH:24][CH:23]=[CH:22][CH:21]=1. No catalyst specified. The yield is 0.400. (6) The reactants are CON(C)[C:4](=[O:21])[C:5]1[CH:10]=[CH:9][C:8]([C:11]2[CH:16]=[CH:15][CH:14]=[CH:13][CH:12]=2)=[C:7]([C:17]([F:20])([F:19])[F:18])[CH:6]=1.[H-].[H-].[H-].[H-].[Li+].[Al+3]. The catalyst is C1COCC1. The product is [C:11]1([C:8]2[CH:9]=[CH:10][C:5]([CH:4]=[O:21])=[CH:6][C:7]=2[C:17]([F:18])([F:19])[F:20])[CH:12]=[CH:13][CH:14]=[CH:15][CH:16]=1. The yield is 0.620. (7) The reactants are [F:1][C:2]([F:15])([F:14])[C:3]([C:5]1[CH:10]=[CH:9][CH:8]=[C:7]([N+:11]([O-:13])=[O:12])[CH:6]=1)=O.[Li+].C[Si]([N-:21][Si](C)(C)C)(C)C.C1COCC1.CSC. The catalyst is C1(C)C=CC=CC=1. The product is [F:1][C:2]([F:15])([F:14])[CH:3]([C:5]1[CH:10]=[CH:9][CH:8]=[C:7]([N+:11]([O-:13])=[O:12])[CH:6]=1)[NH2:21]. The yield is 0.910. (8) The product is [CH2:17]([O:27][C:24]([CH:13]1[CH2:5][CH2:6][S:2](=[O:1])(=[O:10])[N:12]1[CH2:14][C:18]1[CH:23]=[CH:22][CH:21]=[CH:20][CH:19]=1)=[O:25])[C:18]1[CH:23]=[CH:22][CH:21]=[CH:20][CH:19]=1. The catalyst is O. The reactants are [O:1]=[S:2]1(=[O:10])[CH2:6][CH2:5]C(C(O)=O)N1.C[N:12]([CH:14]=O)[CH3:13].Br[CH2:17][C:18]1[CH:23]=[CH:22][CH:21]=[CH:20][CH:19]=1.[C:24]([O-:27])([O-])=[O:25].[K+].[K+]. The yield is 0.470.